Dataset: Peptide-MHC class II binding affinity with 134,281 pairs from IEDB. Task: Regression. Given a peptide amino acid sequence and an MHC pseudo amino acid sequence, predict their binding affinity value. This is MHC class II binding data. (1) The peptide sequence is AGGLLEQAAAVEEAS. The MHC is HLA-DPA10103-DPB10401 with pseudo-sequence HLA-DPA10103-DPB10401. The binding affinity (normalized) is 0.200. (2) The peptide sequence is ILTVSVAVSEGKPTE. The MHC is HLA-DQA10501-DQB10201 with pseudo-sequence HLA-DQA10501-DQB10201. The binding affinity (normalized) is 0.223.